From a dataset of Catalyst prediction with 721,799 reactions and 888 catalyst types from USPTO. Predict which catalyst facilitates the given reaction. (1) Reactant: [NH2:1][C:2]1[S:3][CH:4]=[CH:5][C:6]=1[CH:7]=O.[C:9](#[N:13])[CH2:10][C:11]#[N:12]. Product: [NH2:13][C:9]1[N:1]=[C:2]2[S:3][CH:4]=[CH:5][C:6]2=[CH:7][C:10]=1[C:11]#[N:12]. The catalyst class is: 360. (2) Reactant: [O:1]1[C:5]2[CH:6]=[CH:7][C:8]([O:10][C:11]3[CH:16]=[CH:15][C:14](B4OC(C)(C)C(C)(C)O4)=[CH:13][CH:12]=3)=[CH:9][C:4]=2[O:3][CH2:2]1.[NH2:26][C:27](=[O:41])[C@@H:28]([NH:30][C:31]1[N:36]=[C:35](Cl)[N:34]=[C:33]([C:38]([NH2:40])=[O:39])[CH:32]=1)[CH3:29].C([O-])([O-])=O.[Na+].[Na+]. Product: [NH2:26][C:27](=[O:41])[CH:28]([NH:30][C:31]1[N:36]=[C:35]([C:14]2[CH:13]=[CH:12][C:11]([O:10][C:8]3[CH:7]=[CH:6][C:5]4[O:1][CH2:2][O:3][C:4]=4[CH:9]=3)=[CH:16][CH:15]=2)[N:34]=[C:33]([C:38]([NH2:40])=[O:39])[CH:32]=1)[CH3:29].[NH2:26][C:27](=[O:41])[C@@H:28]([NH:30][C:31]1[N:36]=[C:35]([C:14]2[CH:13]=[CH:12][C:11]([O:10][C:8]3[CH:7]=[CH:6][C:5]4[O:1][CH2:2][O:3][C:4]=4[CH:9]=3)=[CH:16][CH:15]=2)[N:34]=[C:33]([C:38]([NH2:40])=[O:39])[CH:32]=1)[CH3:29]. The catalyst class is: 658.